Task: Regression. Given two drug SMILES strings and cell line genomic features, predict the synergy score measuring deviation from expected non-interaction effect.. Dataset: NCI-60 drug combinations with 297,098 pairs across 59 cell lines (1) Drug 1: CCC1(CC2CC(C3=C(CCN(C2)C1)C4=CC=CC=C4N3)(C5=C(C=C6C(=C5)C78CCN9C7C(C=CC9)(C(C(C8N6C)(C(=O)OC)O)OC(=O)C)CC)OC)C(=O)OC)O.OS(=O)(=O)O. Drug 2: C1=NNC2=C1C(=O)NC=N2. Cell line: MALME-3M. Synergy scores: CSS=10.3, Synergy_ZIP=-3.00, Synergy_Bliss=-3.32, Synergy_Loewe=-15.5, Synergy_HSA=-4.34. (2) Drug 1: CS(=O)(=O)C1=CC(=C(C=C1)C(=O)NC2=CC(=C(C=C2)Cl)C3=CC=CC=N3)Cl. Drug 2: C1=CC(=CC=C1CC(C(=O)O)N)N(CCCl)CCCl.Cl. Cell line: OVCAR-5. Synergy scores: CSS=15.5, Synergy_ZIP=-2.57, Synergy_Bliss=4.17, Synergy_Loewe=0.563, Synergy_HSA=0.851. (3) Synergy scores: CSS=36.9, Synergy_ZIP=-3.65, Synergy_Bliss=-1.94, Synergy_Loewe=-0.847, Synergy_HSA=4.16. Cell line: SF-268. Drug 2: CC1CCC2CC(C(=CC=CC=CC(CC(C(=O)C(C(C(=CC(C(=O)CC(OC(=O)C3CCCCN3C(=O)C(=O)C1(O2)O)C(C)CC4CCC(C(C4)OC)O)C)C)O)OC)C)C)C)OC. Drug 1: CC1=C2C(C(=O)C3(C(CC4C(C3C(C(C2(C)C)(CC1OC(=O)C(C(C5=CC=CC=C5)NC(=O)OC(C)(C)C)O)O)OC(=O)C6=CC=CC=C6)(CO4)OC(=O)C)OC)C)OC.